Dataset: Peptide-MHC class II binding affinity with 134,281 pairs from IEDB. Task: Regression. Given a peptide amino acid sequence and an MHC pseudo amino acid sequence, predict their binding affinity value. This is MHC class II binding data. (1) The peptide sequence is QNSLSTAWSPCSVT. The MHC is DRB1_0401 with pseudo-sequence DRB1_0401. The binding affinity (normalized) is 0.248. (2) The peptide sequence is HQQGRCRTCVYNMMG. The MHC is DRB1_0404 with pseudo-sequence DRB1_0404. The binding affinity (normalized) is 0.671. (3) The peptide sequence is PVVHFFKNIVTPRTPPY. The MHC is HLA-DPA10201-DPB10101 with pseudo-sequence HLA-DPA10201-DPB10101. The binding affinity (normalized) is 0.255. (4) The peptide sequence is YYPTNKLQAAVMETD. The binding affinity (normalized) is 0.122. The MHC is H-2-IAb with pseudo-sequence H-2-IAb. (5) The peptide sequence is VSRGTAKLRWFHERG. The MHC is HLA-DQA10201-DQB10303 with pseudo-sequence HLA-DQA10201-DQB10303. The binding affinity (normalized) is 0.292. (6) The peptide sequence is FVSKVMIGSPKKV. The MHC is DRB1_0404 with pseudo-sequence DRB1_0404. The binding affinity (normalized) is 0.171.